From a dataset of NCI-60 drug combinations with 297,098 pairs across 59 cell lines. Regression. Given two drug SMILES strings and cell line genomic features, predict the synergy score measuring deviation from expected non-interaction effect. Drug 1: CC1=C2C(C(=O)C3(C(CC4C(C3C(C(C2(C)C)(CC1OC(=O)C(C(C5=CC=CC=C5)NC(=O)OC(C)(C)C)O)O)OC(=O)C6=CC=CC=C6)(CO4)OC(=O)C)OC)C)OC. Drug 2: CCN(CC)CCCC(C)NC1=C2C=C(C=CC2=NC3=C1C=CC(=C3)Cl)OC. Cell line: OVCAR-5. Synergy scores: CSS=50.2, Synergy_ZIP=2.11, Synergy_Bliss=-0.860, Synergy_Loewe=-4.52, Synergy_HSA=2.22.